From a dataset of Full USPTO retrosynthesis dataset with 1.9M reactions from patents (1976-2016). Predict the reactants needed to synthesize the given product. (1) Given the product [F:21][CH:22]([F:26])[C:23](=[O:24])[C:8](=[CH:7][N:1]1[CH2:6][CH2:5][CH2:4][CH2:3][CH2:2]1)[C:9]([O:11][CH2:12][CH3:13])=[O:10], predict the reactants needed to synthesize it. The reactants are: [N:1]1([CH:7]=[CH:8][C:9]([O:11][CH2:12][CH3:13])=[O:10])[CH2:6][CH2:5][CH2:4][CH2:3][CH2:2]1.C(N(CC)CC)C.[F:21][CH:22]([F:26])[C:23](F)=[O:24]. (2) The reactants are: [F:1][C:2]([F:20])([F:19])[C:3]([C:15]([F:18])([F:17])[F:16])([OH:14])[C:4]([C:10]([F:13])([F:12])[F:11])([OH:9])[C:5]([F:8])([F:7])[F:6].N1C=CC=CC=1.[C:27](Cl)(=[O:31])[C:28](Cl)=[O:29]. Given the product [F:1][C:2]([F:19])([F:20])[C:3]1([C:15]([F:16])([F:17])[F:18])[C:4]([C:5]([F:8])([F:7])[F:6])([C:10]([F:12])([F:11])[F:13])[O:9][C:28](=[O:29])[C:27](=[O:31])[O:14]1, predict the reactants needed to synthesize it. (3) Given the product [CH2:1]([N:8]1[C:9]2[CH:14]=[C:13]([F:15])[CH:12]=[CH:11][C:10]=2[N:16]=[C:17]1[C:19]1[CH:24]=[C:23]([CH3:25])[C:22](=[O:30])[N:21]([CH3:27])[CH:20]=1)[C:2]1[CH:7]=[CH:6][CH:5]=[CH:4][CH:3]=1, predict the reactants needed to synthesize it. The reactants are: [CH2:1]([NH:8][C:9]1[CH:14]=[C:13]([F:15])[CH:12]=[CH:11][C:10]=1[NH:16][C:17]([C:19]1[CH:24]=[C:23]([CH3:25])[C:22](=C)[N:21]([CH3:27])[CH:20]=1)=O)[C:2]1[CH:7]=[CH:6][CH:5]=[CH:4][CH:3]=1.C(O)(=[O:30])C. (4) Given the product [CH2:1]([C@@:5]1([CH2:31][CH3:32])[NH:11][C@H:10]([C:12]2[CH:13]=[CH:14][CH:15]=[CH:16][CH:17]=2)[C:9]2[CH:18]=[C:19]([O:27][CH3:28])[C:20]([CH2:22][CH2:23][C:24]([NH:41][S:38]([CH3:37])(=[O:40])=[O:39])=[O:25])=[CH:21][C:8]=2[S:7](=[O:29])(=[O:30])[CH2:6]1)[CH2:2][CH2:3][CH3:4], predict the reactants needed to synthesize it. The reactants are: [CH2:1]([C@@:5]1([CH2:31][CH3:32])[NH:11][C@H:10]([C:12]2[CH:17]=[CH:16][CH:15]=[CH:14][CH:13]=2)[C:9]2[CH:18]=[C:19]([O:27][CH3:28])[C:20]([CH2:22][CH2:23][C:24](O)=[O:25])=[CH:21][C:8]=2[S:7](=[O:30])(=[O:29])[CH2:6]1)[CH2:2][CH2:3][CH3:4].C(Cl)CCl.[CH3:37][S:38]([NH2:41])(=[O:40])=[O:39].